From a dataset of Full USPTO retrosynthesis dataset with 1.9M reactions from patents (1976-2016). Predict the reactants needed to synthesize the given product. (1) Given the product [CH3:1][C:2]1[CH:7]=[CH:6][C:5]([CH3:8])=[CH:4][C:3]=1[N:9]1[CH2:14][CH2:13][N:12]([C:15]([CH:17]2[CH2:18][N:19]([S:39]([C:35]3[CH:36]=[CH:37][CH:38]=[C:33]([C:32]([F:31])([F:43])[F:44])[CH:34]=3)(=[O:41])=[O:40])[C:20](=[O:28])[N:21]2[C:22]2[CH:23]=[CH:24][CH:25]=[CH:26][CH:27]=2)=[O:16])[CH2:11][CH2:10]1, predict the reactants needed to synthesize it. The reactants are: [CH3:1][C:2]1[CH:7]=[CH:6][C:5]([CH3:8])=[CH:4][C:3]=1[N:9]1[CH2:14][CH2:13][N:12]([C:15]([CH:17]2[N:21]([C:22]3[CH:27]=[CH:26][CH:25]=[CH:24][CH:23]=3)[C:20](=[O:28])[NH:19][CH2:18]2)=[O:16])[CH2:11][CH2:10]1.[H-].[Na+].[F:31][C:32]([F:44])([F:43])[C:33]1[CH:34]=[C:35]([S:39](Cl)(=[O:41])=[O:40])[CH:36]=[CH:37][CH:38]=1. (2) Given the product [N+:18]([C:15]1[CH:14]=[CH:13][C:12]([CH2:11][C:7]([CH2:21][C:22]2[CH:27]=[CH:26][C:25]([N+:28]([O-:30])=[O:29])=[CH:24][CH:23]=2)([C:6]([OH:31])=[O:5])[C:8]([OH:10])=[O:9])=[CH:17][CH:16]=1)([O-:20])=[O:19], predict the reactants needed to synthesize it. The reactants are: [OH-].[Li+].CC1(C)[O:9][C:8](=[O:10])[C:7]([CH2:21][C:22]2[CH:27]=[CH:26][C:25]([N+:28]([O-:30])=[O:29])=[CH:24][CH:23]=2)([CH2:11][C:12]2[CH:17]=[CH:16][C:15]([N+:18]([O-:20])=[O:19])=[CH:14][CH:13]=2)[C:6](=[O:31])[O:5]1.O1CCCC1.O.Cl.